Dataset: TCR-epitope binding with 47,182 pairs between 192 epitopes and 23,139 TCRs. Task: Binary Classification. Given a T-cell receptor sequence (or CDR3 region) and an epitope sequence, predict whether binding occurs between them. (1) The epitope is QYDPVAALF. The TCR CDR3 sequence is CASGRGGNKVDEQFF. Result: 0 (the TCR does not bind to the epitope). (2) Result: 1 (the TCR binds to the epitope). The TCR CDR3 sequence is CASSSEDTEAFF. The epitope is YYRRATRRIR. (3) The epitope is TLIGDCATV. The TCR CDR3 sequence is CASSLSGLGAAGVYEQYF. Result: 0 (the TCR does not bind to the epitope). (4) The epitope is YIFFASFYY. The TCR CDR3 sequence is CASSYSQRNTEAFF. Result: 1 (the TCR binds to the epitope).